Dataset: Reaction yield outcomes from USPTO patents with 853,638 reactions. Task: Predict the reaction yield, written as a fraction of the theoretical maximum amount of product (1.0 means a 100% yield; for example, 0.34 means a 34% yield). (1) The reactants are [NH2:1][C:2]1[C:3]([C:20]([NH:22][NH:23][C:24](=[O:30])[C:25]([O:27][CH2:28][CH3:29])=[O:26])=O)=[N:4][C:5]([C:8]2[CH:13]=[CH:12][C:11]([S:14]([CH:17]([CH3:19])[CH3:18])(=[O:16])=[O:15])=[CH:10][CH:9]=2)=[CH:6][N:7]=1.C(N(CC)CC)C.CC1C=CC(S(Cl)(=O)=O)=CC=1. The catalyst is C(Cl)Cl. The product is [NH2:1][C:2]1[C:3]([C:20]2[O:30][C:24]([C:25]([O:27][CH2:28][CH3:29])=[O:26])=[N:23][N:22]=2)=[N:4][C:5]([C:8]2[CH:13]=[CH:12][C:11]([S:14]([CH:17]([CH3:19])[CH3:18])(=[O:15])=[O:16])=[CH:10][CH:9]=2)=[CH:6][N:7]=1. The yield is 0.900. (2) The reactants are Br[C:2]1[CH:7]=[CH:6][CH:5]=[C:4]([N+:8]([O-:10])=[O:9])[C:3]=1[NH:11][C:12](=[O:14])[CH3:13].CC1(C)C(C)(C)OB([C:23]2[CH:28]=[CH:27][N:26]=[CH:25][CH:24]=2)O1.C([O-])([O-])=O.[Na+].[Na+].COCCOC. The catalyst is C1C=CC([P]([Pd]([P](C2C=CC=CC=2)(C2C=CC=CC=2)C2C=CC=CC=2)([P](C2C=CC=CC=2)(C2C=CC=CC=2)C2C=CC=CC=2)[P](C2C=CC=CC=2)(C2C=CC=CC=2)C2C=CC=CC=2)(C2C=CC=CC=2)C2C=CC=CC=2)=CC=1.O. The product is [N+:8]([C:4]1[CH:5]=[CH:6][CH:7]=[C:2]([C:23]2[CH:28]=[CH:27][N:26]=[CH:25][CH:24]=2)[C:3]=1[NH:11][C:12](=[O:14])[CH3:13])([O-:10])=[O:9]. The yield is 0.550. (3) The reactants are [CH3:1][C:2]([CH3:17])([CH2:15][OH:16])[CH:3]([C:5]1[CH:14]=[CH:13][C:12]2[C:7](=[CH:8][CH:9]=[CH:10][CH:11]=2)[CH:6]=1)[OH:4].C(N(CC)CC)C.[P:25](Cl)(Cl)([Cl:27])=[O:26].O. The catalyst is ClCCl. The product is [Cl:27][P:25]1(=[O:26])[O:4][CH:3]([C:5]2[CH:14]=[CH:13][C:12]3[C:7](=[CH:8][CH:9]=[CH:10][CH:11]=3)[CH:6]=2)[C:2]([CH3:17])([CH3:1])[CH2:15][O:16]1. The yield is 0.821. (4) The reactants are [Cl:1][C:2]1[CH:7]=[CH:6][CH:5]=[CH:4][C:3]=1[C:8]1[N:9]([C:30]2[CH:35]=[CH:34][C:33]([Cl:36])=[CH:32][CH:31]=2)[C:10]2[C:15]([N:16]=1)=[C:14]([N:17]1[CH2:22][CH2:21][C:20]([C:24]3[CH:29]=[CH:28][CH:27]=[CH:26][CH:25]=3)([NH2:23])[CH2:19][CH2:18]1)[N:13]=[CH:12][N:11]=2.[CH3:37][S:38](Cl)(=[O:40])=[O:39].C(N(CC)CC)C. The catalyst is C1COCC1. The product is [Cl:1][C:2]1[CH:7]=[CH:6][CH:5]=[CH:4][C:3]=1[C:8]1[N:9]([C:30]2[CH:31]=[CH:32][C:33]([Cl:36])=[CH:34][CH:35]=2)[C:10]2[C:15]([N:16]=1)=[C:14]([N:17]1[CH2:22][CH2:21][C:20]([NH:23][S:38]([CH3:37])(=[O:40])=[O:39])([C:24]3[CH:29]=[CH:28][CH:27]=[CH:26][CH:25]=3)[CH2:19][CH2:18]1)[N:13]=[CH:12][N:11]=2. The yield is 0.820. (5) The reactants are C(OC([NH:11][C:12]12[CH2:18][C:15]([C:19]([OH:21])=[O:20])([CH2:16][CH2:17]1)[CH2:14][CH2:13]2)=O)C1C=CC=CC=1.CO.Cl.[H][H]. The catalyst is [Pd].CO.C(OCC)(=O)C. The product is [NH2:11][C:12]12[CH2:18][C:15]([C:19]([OH:21])=[O:20])([CH2:14][CH2:13]1)[CH2:16][CH2:17]2. The yield is 1.00.